This data is from Acute oral toxicity (LD50) regression data from Zhu et al.. The task is: Regression/Classification. Given a drug SMILES string, predict its toxicity properties. Task type varies by dataset: regression for continuous values (e.g., LD50, hERG inhibition percentage) or binary classification for toxic/non-toxic outcomes (e.g., AMES mutagenicity, cardiotoxicity, hepatotoxicity). Dataset: ld50_zhu. (1) The molecule is CC(C)CCOC=O. The rat oral LD50 is 1.07, given as -log10 of the dose in mol/kg body weight (higher means more acutely toxic). (2) The drug is COc1ccc2c(c1OC)C13CCN(C)C(C2)C1(O)CCC(O)C3. The rat oral LD50 is 2.99, given as -log10 of the dose in mol/kg body weight (higher means more acutely toxic).